Dataset: Forward reaction prediction with 1.9M reactions from USPTO patents (1976-2016). Task: Predict the product of the given reaction. (1) The product is: [Br:1][C:2]1[CH:13]=[CH:12][CH:11]=[CH:10][C:3]=1[CH2:4][CH2:5][S:6]([Cl:17])(=[O:8])=[O:7]. Given the reactants [Br:1][C:2]1[CH:13]=[CH:12][CH:11]=[CH:10][C:3]=1[CH2:4][CH2:5][S:6]([O-])(=[O:8])=[O:7].[Na+].S(Cl)([Cl:17])=O.CN(C)C=O, predict the reaction product. (2) Given the reactants CO[C:3](=[O:13])[C:4]1[C:9]([I:10])=[CH:8][CH:7]=[CH:6][C:5]=1[CH2:11]Br.[F:14][C:15]1[CH:16]=[C:17]([CH2:21][CH2:22][CH2:23][NH2:24])[CH:18]=[CH:19][CH:20]=1.C([O-])([O-])=O.[K+].[K+].C(OCC)(=O)C, predict the reaction product. The product is: [F:14][C:15]1[CH:16]=[C:17]([CH2:21][CH2:22][CH2:23][N:24]2[CH2:11][C:5]3[C:4](=[C:9]([I:10])[CH:8]=[CH:7][CH:6]=3)[C:3]2=[O:13])[CH:18]=[CH:19][CH:20]=1. (3) The product is: [CH2:28]([O:27][C:25]([C:23]1[CH:24]=[N:20][N:21]([C:2]2[NH:11][C:10](=[O:12])[C:9]3[C:4](=[CH:5][C:6]([Cl:19])=[CH:7][CH:8]=3)[N:3]=2)[CH:22]=1)=[O:26])[CH3:29]. Given the reactants Cl[C:2]1[N:11]=[C:10]([O:12]COCCOC)[C:9]2[C:4](=[CH:5][C:6]([Cl:19])=[CH:7][CH:8]=2)[N:3]=1.[NH:20]1[CH:24]=[C:23]([C:25]([O:27][CH2:28][CH3:29])=[O:26])[CH:22]=[N:21]1.C([O-])([O-])=O.[Cs+].[Cs+].CN(C=O)C, predict the reaction product.